From a dataset of Full USPTO retrosynthesis dataset with 1.9M reactions from patents (1976-2016). Predict the reactants needed to synthesize the given product. (1) The reactants are: [CH:1]1([C:4]2[O:8][C:7]([CH2:9][O:10][C:11]3[CH:16]=[CH:15][C:14]([N+:17]([O-])=O)=[C:13]([N+:20]([O-])=O)[CH:12]=3)=[N:6][N:5]=2)[CH2:3][CH2:2]1.[O:23]1[CH2:28][CH2:27][N:26]([C:29]2[CH:34]=[CH:33][C:32]([NH:35][C:36]([C:38]3[CH:45]=[CH:44][C:41]([CH:42]=O)=[CH:40][CH:39]=3)=[O:37])=[CH:31][CH:30]=2)[CH2:25][CH2:24]1. Given the product [CH:1]1([C:4]2[O:8][C:7]([CH2:9][O:10][C:11]3[CH:16]=[CH:15][C:14]4[N:17]=[C:42]([C:41]5[CH:40]=[CH:39][C:38]([C:36]([NH:35][C:32]6[CH:31]=[CH:30][C:29]([N:26]7[CH2:25][CH2:24][O:23][CH2:28][CH2:27]7)=[CH:34][CH:33]=6)=[O:37])=[CH:45][CH:44]=5)[NH:20][C:13]=4[CH:12]=3)=[N:6][N:5]=2)[CH2:3][CH2:2]1, predict the reactants needed to synthesize it. (2) Given the product [C:5]([C:4]1[C:3]([F:10])=[C:2]([NH:1][C:17](=[O:18])[C:16]2[CH:15]=[CH:14][C:13]([N:12]([CH3:11])[CH3:22])=[CH:21][CH:20]=2)[CH:9]=[CH:8][CH:7]=1)#[N:6], predict the reactants needed to synthesize it. The reactants are: [NH2:1][C:2]1[C:3]([F:10])=[C:4]([CH:7]=[CH:8][CH:9]=1)[C:5]#[N:6].[CH3:11][N:12]([CH3:22])[C:13]1[CH:21]=[CH:20][C:16]([C:17](Cl)=[O:18])=[CH:15][CH:14]=1.N1C=CC=CC=1.